From a dataset of NCI-60 drug combinations with 297,098 pairs across 59 cell lines. Regression. Given two drug SMILES strings and cell line genomic features, predict the synergy score measuring deviation from expected non-interaction effect. (1) Drug 1: C1CN1P(=S)(N2CC2)N3CC3. Drug 2: CC1=C(N=C(N=C1N)C(CC(=O)N)NCC(C(=O)N)N)C(=O)NC(C(C2=CN=CN2)OC3C(C(C(C(O3)CO)O)O)OC4C(C(C(C(O4)CO)O)OC(=O)N)O)C(=O)NC(C)C(C(C)C(=O)NC(C(C)O)C(=O)NCCC5=NC(=CS5)C6=NC(=CS6)C(=O)NCCC[S+](C)C)O. Cell line: MOLT-4. Synergy scores: CSS=68.1, Synergy_ZIP=-3.00, Synergy_Bliss=-0.981, Synergy_Loewe=-1.48, Synergy_HSA=2.56. (2) Drug 1: CC1=CC=C(C=C1)C2=CC(=NN2C3=CC=C(C=C3)S(=O)(=O)N)C(F)(F)F. Drug 2: CN1C(=O)N2C=NC(=C2N=N1)C(=O)N. Cell line: BT-549. Synergy scores: CSS=-0.318, Synergy_ZIP=2.07, Synergy_Bliss=2.64, Synergy_Loewe=-0.606, Synergy_HSA=-0.472. (3) Drug 1: C1=CN(C(=O)N=C1N)C2C(C(C(O2)CO)O)O.Cl. Drug 2: C1=CN(C=N1)CC(O)(P(=O)(O)O)P(=O)(O)O. Cell line: PC-3. Synergy scores: CSS=8.44, Synergy_ZIP=1.76, Synergy_Bliss=1.14, Synergy_Loewe=-6.09, Synergy_HSA=-0.361. (4) Drug 1: CC(C)(C#N)C1=CC(=CC(=C1)CN2C=NC=N2)C(C)(C)C#N. Drug 2: CN(C(=O)NC(C=O)C(C(C(CO)O)O)O)N=O. Cell line: SF-295. Synergy scores: CSS=8.85, Synergy_ZIP=-0.905, Synergy_Bliss=-2.11, Synergy_Loewe=0.391, Synergy_HSA=-1.65. (5) Drug 1: CC1=C(C(=CC=C1)Cl)NC(=O)C2=CN=C(S2)NC3=CC(=NC(=N3)C)N4CCN(CC4)CCO. Drug 2: COCCOC1=C(C=C2C(=C1)C(=NC=N2)NC3=CC=CC(=C3)C#C)OCCOC.Cl. Cell line: MALME-3M. Synergy scores: CSS=1.20, Synergy_ZIP=6.16, Synergy_Bliss=0.406, Synergy_Loewe=0.682, Synergy_HSA=-1.25. (6) Drug 1: CS(=O)(=O)CCNCC1=CC=C(O1)C2=CC3=C(C=C2)N=CN=C3NC4=CC(=C(C=C4)OCC5=CC(=CC=C5)F)Cl. Drug 2: CC1C(C(CC(O1)OC2CC(CC3=C2C(=C4C(=C3O)C(=O)C5=C(C4=O)C(=CC=C5)OC)O)(C(=O)CO)O)N)O.Cl. Synergy scores: CSS=30.1, Synergy_ZIP=2.26, Synergy_Bliss=0.360, Synergy_Loewe=-30.7, Synergy_HSA=-0.943. Cell line: U251.